This data is from Peptide-MHC class I binding affinity with 185,985 pairs from IEDB/IMGT. The task is: Regression. Given a peptide amino acid sequence and an MHC pseudo amino acid sequence, predict their binding affinity value. This is MHC class I binding data. (1) The peptide sequence is MEFNSLLAI. The MHC is HLA-A69:01 with pseudo-sequence HLA-A69:01. The binding affinity (normalized) is 0.0847. (2) The MHC is HLA-A02:06 with pseudo-sequence HLA-A02:06. The binding affinity (normalized) is 0. The peptide sequence is PMIIGEPIIV. (3) The peptide sequence is ATPVDFLGSL. The MHC is Mamu-A01 with pseudo-sequence Mamu-A01. The binding affinity (normalized) is 0.715. (4) The peptide sequence is YLDMVLAFL. The MHC is HLA-B40:01 with pseudo-sequence HLA-B40:01. The binding affinity (normalized) is 0.0847. (5) The peptide sequence is YTVKYPNI. The MHC is H-2-Kb with pseudo-sequence H-2-Kb. The binding affinity (normalized) is 0.498.